The task is: Regression. Given two drug SMILES strings and cell line genomic features, predict the synergy score measuring deviation from expected non-interaction effect.. This data is from NCI-60 drug combinations with 297,098 pairs across 59 cell lines. Drug 1: CCC(=C(C1=CC=CC=C1)C2=CC=C(C=C2)OCCN(C)C)C3=CC=CC=C3.C(C(=O)O)C(CC(=O)O)(C(=O)O)O. Drug 2: CCC1=C2CN3C(=CC4=C(C3=O)COC(=O)C4(CC)O)C2=NC5=C1C=C(C=C5)O. Cell line: MDA-MB-435. Synergy scores: CSS=11.0, Synergy_ZIP=1.46, Synergy_Bliss=-0.0410, Synergy_Loewe=-11.3, Synergy_HSA=-1.61.